From a dataset of Forward reaction prediction with 1.9M reactions from USPTO patents (1976-2016). Predict the product of the given reaction. (1) The product is: [CH2:1]([O:3][C:4](=[O:29])[CH2:5][CH2:6][C:7]1[N:8]([C:19]2[CH:24]=[CH:23][C:22]([C:25](=[O:27])[NH2:26])=[CH:21][C:20]=2[CH3:28])[C:9]([C:12]2[CH:13]=[CH:14][C:15]([N:18]3[CH:50]=[CH:49][N:48]=[N:47]3)=[CH:16][CH:17]=2)=[CH:10][CH:11]=1)[CH3:2]. Given the reactants [CH2:1]([O:3][C:4](=[O:29])[CH2:5][CH2:6][C:7]1[N:8]([C:19]2[CH:24]=[CH:23][C:22]([C:25](=[O:27])[NH2:26])=[CH:21][C:20]=2[CH3:28])[C:9]([C:12]2[CH:17]=[CH:16][C:15]([NH2:18])=[CH:14][CH:13]=2)=[CH:10][CH:11]=1)[CH3:2].C(N(CC)CC)C.S([NH:47][N:48]=[CH:49][CH:50](Cl)Cl)(C1C=CC(C)=CC=1)(=O)=O, predict the reaction product. (2) Given the reactants [NH2:1][CH2:2][CH2:3][CH2:4][C@H:5]([NH:9][C:10]([C:12]1[S:13][C:14]([CH:17]([C:24]2[CH:29]=[CH:28][CH:27]=[CH:26][CH:25]=2)[C:18]2[CH:23]=[CH:22][CH:21]=[CH:20][CH:19]=2)=[CH:15][CH:16]=1)=[O:11])[C:6]([OH:8])=[O:7].[C:30]([OH:36])([C:32]([F:35])([F:34])[F:33])=[O:31].Cl.[C:38](=[NH:43])(OCC)[CH3:39].CCN(CC)CC, predict the reaction product. The product is: [C:24]1([CH:17]([C:18]2[CH:19]=[CH:20][CH:21]=[CH:22][CH:23]=2)[C:14]2[S:13][C:12]([C:10]([NH:9][C@@H:5]([CH2:4][CH2:3][CH2:2][NH:1][C:38](=[NH:43])[CH3:39])[C:6]([OH:8])=[O:7])=[O:11])=[CH:16][CH:15]=2)[CH:29]=[CH:28][CH:27]=[CH:26][CH:25]=1.[C:30]([OH:36])([C:32]([F:35])([F:34])[F:33])=[O:31]. (3) Given the reactants [CH2:1]1[C:9]2[C:4](=[CH:5][C:6]([NH:10][C:11]([N:13]3[CH2:18][CH2:17][N:16]([C:19]4[N:24]=[C:23](S(C)(=O)=O)[N:22]=[C:21]5[N:29]([CH3:32])[N:30]=[CH:31][C:20]=45)[C@@H:15]([CH3:33])[CH2:14]3)=[O:12])=[CH:7][CH:8]=2)[CH2:3][CH2:2]1.[CH3:34][O-:35].[Na+], predict the reaction product. The product is: [CH2:1]1[C:9]2[C:4](=[CH:5][C:6]([NH:10][C:11]([N:13]3[CH2:18][CH2:17][N:16]([C:19]4[N:24]=[C:23]([O:35][CH3:34])[N:22]=[C:21]5[N:29]([CH3:32])[N:30]=[CH:31][C:20]=45)[C@@H:15]([CH3:33])[CH2:14]3)=[O:12])=[CH:7][CH:8]=2)[CH2:3][CH2:2]1. (4) Given the reactants [Cl:1][C:2]1[CH:7]=[CH:6][C:5]([N:8]2[CH:12]=[CH:11][N:10]=[C:9]2[CH:13]=[O:14])=[C:4]([C:15](=[O:26])[C:16]2[CH:21]=[CH:20][CH:19]=[C:18]([O:22][CH3:23])[C:17]=2[O:24][CH3:25])[CH:3]=1.[O:27]1[CH2:31][CH2:30][O:29][CH:28]1[CH2:32][Mg]Br.O.C(OCC)(=O)C, predict the reaction product. The product is: [Cl:1][C:2]1[CH:7]=[CH:6][C:5]([N:8]2[CH:12]=[CH:11][N:10]=[C:9]2[CH:13]([OH:14])[CH2:32][CH:28]2[O:29][CH2:30][CH2:31][O:27]2)=[C:4]([C:15]([C:16]2[CH:21]=[CH:20][CH:19]=[C:18]([O:22][CH3:23])[C:17]=2[O:24][CH3:25])=[O:26])[CH:3]=1. (5) Given the reactants [Br:1][C:2]1[CH:3]=[CH:4][C:5]2[N:6]([C:8](I)=[CH:9][N:10]=2)[CH:7]=1.[Cl:12][C:13]1[CH:18]=[CH:17][C:16](B(O)O)=[C:15]([F:22])[CH:14]=1, predict the reaction product. The product is: [Br:1][C:2]1[CH:3]=[CH:4][C:5]2[N:6]([C:8]([C:16]3[CH:17]=[CH:18][C:13]([Cl:12])=[CH:14][C:15]=3[F:22])=[CH:9][N:10]=2)[CH:7]=1. (6) The product is: [F:1][C:2]([F:7])([F:6])[C:3]([NH:8][CH2:9][C:10]1[CH:11]=[CH:12][CH:13]=[C:14]([C:16]2[S:17][C:18]3[CH:26]=[CH:25][CH:24]=[CH:23][C:19]=3[C:20](=[O:22])[N:21]=2)[N:15]=1)=[O:4]. Given the reactants [F:1][C:2]([F:7])([F:6])[C:3](O)=[O:4].[NH2:8][CH2:9][C:10]1[N:15]=[C:14]([C:16]2[S:17][C:18]3[CH:26]=[CH:25][CH:24]=[CH:23][C:19]=3[C:20](=[O:22])[N:21]=2)[CH:13]=[CH:12][CH:11]=1.CS(Cl)(=O)=O, predict the reaction product. (7) Given the reactants [CH3:1][N:2]([C:21]1[CH:29]=[C:28]2[C:24]([C:25]([CH3:30])=[N:26][NH:27]2)=[CH:23][CH:22]=1)[C:3]1[CH:8]=[CH:7][N:6]=[C:5]([NH:9][C:10]2[CH:15]=[CH:14][CH:13]=[C:12]([CH2:16][S:17]([CH3:20])(=[O:19])=[O:18])[CH:11]=2)[N:4]=1.[C:31]([O-])([O-])=O.[Cs+].[Cs+].IC, predict the reaction product. The product is: [CH3:31][N:26]1[C:25]([CH3:30])=[C:24]2[C:28]([CH:29]=[C:21]([N:2]([CH3:1])[C:3]3[CH:8]=[CH:7][N:6]=[C:5]([NH:9][C:10]4[CH:15]=[CH:14][CH:13]=[C:12]([CH2:16][S:17]([CH3:20])(=[O:19])=[O:18])[CH:11]=4)[N:4]=3)[CH:22]=[CH:23]2)=[N:27]1.